Dataset: NCI-60 drug combinations with 297,098 pairs across 59 cell lines. Task: Regression. Given two drug SMILES strings and cell line genomic features, predict the synergy score measuring deviation from expected non-interaction effect. Drug 1: CN(C)N=NC1=C(NC=N1)C(=O)N. Drug 2: CCC1(C2=C(COC1=O)C(=O)N3CC4=CC5=C(C=CC(=C5CN(C)C)O)N=C4C3=C2)O.Cl. Cell line: LOX IMVI. Synergy scores: CSS=33.8, Synergy_ZIP=-17.1, Synergy_Bliss=-9.52, Synergy_Loewe=-6.19, Synergy_HSA=-5.07.